From a dataset of Full USPTO retrosynthesis dataset with 1.9M reactions from patents (1976-2016). Predict the reactants needed to synthesize the given product. (1) Given the product [CH3:45][O:46][C:47](=[O:48])[NH:49][C@@H:50]([CH:54]([CH3:56])[CH3:55])[C:7]([N:5]1[CH2:6][C@@H:2]([CH3:1])[CH2:3][C@H:4]1[C:14]1[NH:18][C:17]2[C:19]3[C:24]([CH:25]=[CH:26][C:16]=2[N:15]=1)=[CH:23][C:22]1[C:27]2[C:32]([CH2:33][O:34][C:21]=1[CH:20]=3)=[CH:31][C:30]([B:35]1[O:39][C:38]([CH3:40])([CH3:41])[C:37]([CH3:42])([CH3:43])[O:36]1)=[CH:29][CH:28]=2)=[O:8], predict the reactants needed to synthesize it. The reactants are: [CH3:1][C@@H:2]1[CH2:6][N:5]([C:7](OC(C)(C)C)=[O:8])[C@H:4]([C:14]2[NH:18][C:17]3[C:19]4[C:24]([CH:25]=[CH:26][C:16]=3[N:15]=2)=[CH:23][C:22]2[C:27]3[C:32]([CH2:33][O:34][C:21]=2[CH:20]=4)=[CH:31][C:30]([B:35]2[O:39][C:38]([CH3:41])([CH3:40])[C:37]([CH3:43])([CH3:42])[O:36]2)=[CH:29][CH:28]=3)[CH2:3]1.Cl.[CH3:45][O:46][C:47]([NH:49][C@@H:50]([CH:54]([CH3:56])[CH3:55])C(O)=O)=[O:48].CN(C(ON1N=NC2C=CC=NC1=2)=[N+](C)C)C.F[P-](F)(F)(F)(F)F.CCN(C(C)C)C(C)C. (2) Given the product [C:8]([C:6]1[CH:7]=[C:2]([Br:1])[CH:3]=[CH:4][C:5]=1[O:11][C:19](=[O:20])[C:18]1[CH:17]=[CH:16][C:15]([N+:12]([O-:14])=[O:13])=[CH:23][CH:22]=1)(=[O:10])[CH3:9], predict the reactants needed to synthesize it. The reactants are: [Br:1][C:2]1[CH:3]=[CH:4][C:5]([OH:11])=[C:6]([C:8](=[O:10])[CH3:9])[CH:7]=1.[N+:12]([C:15]1[CH:23]=[CH:22][C:18]([C:19](Cl)=[O:20])=[CH:17][CH:16]=1)([O-:14])=[O:13].Cl. (3) Given the product [Br:1][C:2]1[CH:11]=[CH:10][C:9]([C:12]([F:13])([F:14])[F:15])=[CH:8][C:3]=1[CH2:4][N:5]([CH2:6][CH3:7])[C:23]([NH:22][CH2:21][C:20]1[CH:25]=[CH:26][C:17]([Cl:16])=[CH:18][CH:19]=1)=[O:24], predict the reactants needed to synthesize it. The reactants are: [Br:1][C:2]1[CH:11]=[CH:10][C:9]([C:12]([F:15])([F:14])[F:13])=[CH:8][C:3]=1[CH2:4][NH:5][CH2:6][CH3:7].[Cl:16][C:17]1[CH:26]=[CH:25][C:20]([CH2:21][N:22]=[C:23]=[O:24])=[CH:19][CH:18]=1. (4) Given the product [CH2:1]([C:5]1[NH:6][C:7](=[O:20])[C:8]2[NH:13][N:12]=[C:11]([CH2:14][CH2:15][CH2:16][CH2:17][CH2:18][N:21]3[CH2:26][CH2:25][CH2:24][CH2:23][CH2:22]3)[C:9]=2[N:10]=1)[CH2:2][CH2:3][CH3:4], predict the reactants needed to synthesize it. The reactants are: [CH2:1]([C:5]1[NH:6][C:7](=[O:20])[C:8]2[NH:13][N:12]=[C:11]([C:14]#[C:15][CH2:16][CH2:17][CH2:18]Cl)[C:9]=2[N:10]=1)[CH2:2][CH2:3][CH3:4].[NH:21]1[CH2:26][CH2:25][CH2:24][CH2:23][CH2:22]1.C(N(CC)CC)C.[H][H]. (5) Given the product [N:28]([CH2:6][CH:7]([NH:20][C:21](=[O:22])[O:23][C:24]([CH3:27])([CH3:26])[CH3:25])[CH2:8][NH:9][C:10](=[O:11])[O:12][CH2:13][C:14]1[CH:19]=[CH:18][CH:17]=[CH:16][CH:15]=1)=[N+:29]=[N-:30], predict the reactants needed to synthesize it. The reactants are: CS(O[CH2:6][CH:7]([NH:20][C:21]([O:23][C:24]([CH3:27])([CH3:26])[CH3:25])=[O:22])[CH2:8][NH:9][C:10]([O:12][CH2:13][C:14]1[CH:19]=[CH:18][CH:17]=[CH:16][CH:15]=1)=[O:11])(=O)=O.[N-:28]=[N+:29]=[N-:30].[Na+]. (6) Given the product [F:21][C:19]1([F:22])[O:18][C:17]2[CH:23]=[CH:24][C:14]([C:11]3([C:9]([NH:8][C:6]4[N:7]=[C:2]([C:35]5[CH:34]=[C:29]([CH:28]=[C:27]([OH:26])[CH:36]=5)[C:30]([O:32][CH3:33])=[O:31])[C:3]([CH3:25])=[CH:4][CH:5]=4)=[O:10])[CH2:13][CH2:12]3)=[CH:15][C:16]=2[O:20]1, predict the reactants needed to synthesize it. The reactants are: Cl[C:2]1[N:7]=[C:6]([NH:8][C:9]([C:11]2([C:14]3[CH:24]=[CH:23][C:17]4[O:18][C:19]([F:22])([F:21])[O:20][C:16]=4[CH:15]=3)[CH2:13][CH2:12]2)=[O:10])[CH:5]=[CH:4][C:3]=1[CH3:25].[OH:26][C:27]1[CH:28]=[C:29]([CH:34]=[C:35](B2OC(C)(C)C(C)(C)O2)[CH:36]=1)[C:30]([O:32][CH3:33])=[O:31].C(=O)([O-])[O-].[Na+].[Na+]. (7) Given the product [OH:37][C:26]1[C:25](=[O:24])[N:21]([C:19]2[S:20][C:16]([S:13]([CH3:12])(=[O:15])=[O:14])=[CH:17][N:18]=2)[CH:8]([C:7]2[CH:10]=[CH:11][C:4]([CH:1]([CH3:3])[CH3:2])=[CH:5][CH:6]=2)[C:27]=1[C:28](=[O:36])[C:29]1[CH:34]=[CH:33][C:32]([CH3:35])=[CH:31][CH:30]=1, predict the reactants needed to synthesize it. The reactants are: [CH:1]([C:4]1[CH:11]=[CH:10][C:7]([CH:8]=O)=[CH:6][CH:5]=1)([CH3:3])[CH3:2].[CH3:12][S:13]([C:16]1[S:20][C:19]([NH2:21])=[N:18][CH:17]=1)(=[O:15])=[O:14].C([O:24][C:25](=O)[C:26]([OH:37])=[CH:27][C:28](=[O:36])[C:29]1[CH:34]=[CH:33][C:32]([CH3:35])=[CH:31][CH:30]=1)C.